This data is from Peptide-MHC class I binding affinity with 185,985 pairs from IEDB/IMGT. The task is: Regression. Given a peptide amino acid sequence and an MHC pseudo amino acid sequence, predict their binding affinity value. This is MHC class I binding data. (1) The binding affinity (normalized) is 0.0847. The MHC is HLA-B39:01 with pseudo-sequence HLA-B39:01. The peptide sequence is LFPELECFF. (2) The peptide sequence is AEQASQDVKNW. The MHC is HLA-B15:01 with pseudo-sequence HLA-B15:01. The binding affinity (normalized) is 0.0184. (3) The peptide sequence is LPNVQFVDI. The MHC is HLA-B54:01 with pseudo-sequence HLA-B54:01. The binding affinity (normalized) is 0.739. (4) The peptide sequence is FTSAVLLLV. The MHC is HLA-A02:01 with pseudo-sequence HLA-A02:01. The binding affinity (normalized) is 0.787. (5) The peptide sequence is SLKLLNTRRR. The MHC is H-2-Db with pseudo-sequence H-2-Db. The binding affinity (normalized) is 0.165. (6) The binding affinity (normalized) is 0.144. The MHC is HLA-A02:01 with pseudo-sequence HLA-A02:01. The peptide sequence is FNNTKFDYY.